This data is from NCI-60 drug combinations with 297,098 pairs across 59 cell lines. The task is: Regression. Given two drug SMILES strings and cell line genomic features, predict the synergy score measuring deviation from expected non-interaction effect. (1) Drug 1: C1=C(C(=O)NC(=O)N1)F. Drug 2: C1=CN(C(=O)N=C1N)C2C(C(C(O2)CO)O)O.Cl. Cell line: SF-268. Synergy scores: CSS=35.0, Synergy_ZIP=4.55, Synergy_Bliss=6.60, Synergy_Loewe=9.21, Synergy_HSA=10.6. (2) Drug 1: C1=NC2=C(N=C(N=C2N1C3C(C(C(O3)CO)O)O)F)N. Drug 2: CC1CCC2CC(C(=CC=CC=CC(CC(C(=O)C(C(C(=CC(C(=O)CC(OC(=O)C3CCCCN3C(=O)C(=O)C1(O2)O)C(C)CC4CCC(C(C4)OC)OCCO)C)C)O)OC)C)C)C)OC. Cell line: EKVX. Synergy scores: CSS=-4.07, Synergy_ZIP=5.12, Synergy_Bliss=7.11, Synergy_Loewe=-1.25, Synergy_HSA=-1.27. (3) Drug 1: CN1CCC(CC1)COC2=C(C=C3C(=C2)N=CN=C3NC4=C(C=C(C=C4)Br)F)OC. Drug 2: C(CC(=O)O)C(=O)CN.Cl. Cell line: UO-31. Synergy scores: CSS=19.0, Synergy_ZIP=-6.73, Synergy_Bliss=-2.34, Synergy_Loewe=-21.3, Synergy_HSA=-1.95. (4) Drug 1: CN(CCCl)CCCl.Cl. Drug 2: CCC1(C2=C(COC1=O)C(=O)N3CC4=CC5=C(C=CC(=C5CN(C)C)O)N=C4C3=C2)O.Cl. Cell line: M14. Synergy scores: CSS=46.8, Synergy_ZIP=1.72, Synergy_Bliss=4.10, Synergy_Loewe=-15.9, Synergy_HSA=6.16. (5) Cell line: MALME-3M. Synergy scores: CSS=64.0, Synergy_ZIP=4.24, Synergy_Bliss=7.95, Synergy_Loewe=-13.4, Synergy_HSA=8.20. Drug 1: CC12CCC3C(C1CCC2OP(=O)(O)O)CCC4=C3C=CC(=C4)OC(=O)N(CCCl)CCCl.[Na+]. Drug 2: CC1C(C(CC(O1)OC2CC(CC3=C2C(=C4C(=C3O)C(=O)C5=CC=CC=C5C4=O)O)(C(=O)C)O)N)O.